From a dataset of Forward reaction prediction with 1.9M reactions from USPTO patents (1976-2016). Predict the product of the given reaction. (1) Given the reactants C(=O)([O-])[O-].[K+].[K+].[CH:7]1([C:10]2[CH:14]=[CH:13][NH:12][N:11]=2)[CH2:9][CH2:8]1.Br[CH2:16][C:17]([O:19][CH2:20][CH3:21])=[O:18].Cl, predict the reaction product. The product is: [CH:7]1([C:10]2[CH:14]=[CH:13][N:12]([CH2:16][C:17]([O:19][CH2:20][CH3:21])=[O:18])[N:11]=2)[CH2:9][CH2:8]1. (2) Given the reactants [CH3:1][O:2][C:3]1[CH:4]=[C:5]2[C:10](=[CH:11][C:12]=1[O:13][CH3:14])[N:9]=[CH:8][N:7]=[C:6]2[O:15][C:16]1[CH:22]=[CH:21][C:19]([NH2:20])=[CH:18][CH:17]=1.C1(C)C=CC=CC=1.C(N(CC)CC)C.Cl[C:38](Cl)([O:40]C(=O)OC(Cl)(Cl)Cl)Cl.[Br:49][C:50]1[CH:58]=[CH:57][CH:56]=[CH:55][C:51]=1[CH:52]([OH:54])[CH3:53], predict the reaction product. The product is: [CH3:1][O:2][C:3]1[CH:4]=[C:5]2[C:10](=[CH:11][C:12]=1[O:13][CH3:14])[N:9]=[CH:8][N:7]=[C:6]2[O:15][C:16]1[CH:22]=[CH:21][C:19]([NH:20][C:38](=[O:40])[O:54][CH:52]([C:51]2[CH:55]=[CH:56][CH:57]=[CH:58][C:50]=2[Br:49])[CH3:53])=[CH:18][CH:17]=1. (3) Given the reactants [NH:1]1[CH2:6][CH2:5][NH:4][CH:3]=[C:2]1[C:7]([O:9][CH2:10][CH3:11])=[O:8].[C:12](O[C:12]([O:14][C:15]([CH3:18])([CH3:17])[CH3:16])=[O:13])([O:14][C:15]([CH3:18])([CH3:17])[CH3:16])=[O:13], predict the reaction product. The product is: [C:15]([O:14][C:12]([N:1]1[CH2:6][CH2:5][NH:4][CH:3]=[C:2]1[C:7]([O:9][CH2:10][CH3:11])=[O:8])=[O:13])([CH3:18])([CH3:17])[CH3:16]. (4) Given the reactants [O:1]1[C:5]2[CH:6]=[CH:7][CH:8]=[CH:9][C:4]=2[CH:3]=[C:2]1[C:10]([OH:12])=O.[NH2:13][C:14]1[CH:19]=[CH:18][C:17]([N:20]2[C:26](=[O:27])[CH2:25][C:24](=[O:28])[NH:23][C:22]3[C:29]4[C:34]([CH:35]=[CH:36][C:21]2=3)=[CH:33][CH:32]=[CH:31][CH:30]=4)=[CH:16][CH:15]=1.O1C2C=CC=CC=2C=C1C(Cl)=O, predict the reaction product. The product is: [O:1]1[C:5]2[CH:6]=[CH:7][CH:8]=[CH:9][C:4]=2[CH:3]=[C:2]1[C:10]([NH:13][C:14]1[CH:19]=[CH:18][C:17]([N:20]2[C:26](=[O:27])[CH2:25][C:24](=[O:28])[NH:23][C:22]3[C:29]4[C:34]([CH:35]=[CH:36][C:21]2=3)=[CH:33][CH:32]=[CH:31][CH:30]=4)=[CH:16][CH:15]=1)=[O:12]. (5) Given the reactants [NH:1]1[CH:5]=[CH:4][CH:3]=[CH:2]1.C([Li])CCC.[C:11]1([S:17](Cl)(=[O:19])=[O:18])[CH:16]=[CH:15][CH:14]=[CH:13][CH:12]=1, predict the reaction product. The product is: [C:11]1([S:17]([N:1]2[CH:5]=[CH:4][CH:3]=[CH:2]2)(=[O:19])=[O:18])[CH:16]=[CH:15][CH:14]=[CH:13][CH:12]=1.